This data is from Reaction yield outcomes from USPTO patents with 853,638 reactions. The task is: Predict the reaction yield, written as a fraction of the theoretical maximum amount of product (1.0 means a 100% yield; for example, 0.34 means a 34% yield). (1) The product is [F:1][C:2]1[CH:3]=[C:4]([CH:5]=[CH:6][CH:7]=1)[O:8][C:10]1[CH:15]=[CH:14][CH:13]=[CH:12][C:11]=1[N+:16]([O-:18])=[O:17].[F:19][C:20]1[CH:21]=[C:22]([CH:31]=[CH:32][CH:33]=1)[O:23][C:24]1[CH:30]=[CH:29][CH:28]=[CH:27][C:25]=1[NH:26][C:4]([NH:34][C:35]1[S:36][CH:37]=[CH:38][N:39]=1)=[O:8]. The yield is 0.730. No catalyst specified. The reactants are [F:1][C:2]1[CH:3]=[C:4]([OH:8])[CH:5]=[CH:6][CH:7]=1.F[C:10]1[CH:15]=[CH:14][CH:13]=[CH:12][C:11]=1[N+:16]([O-:18])=[O:17].[F:19][C:20]1[CH:21]=[C:22]([CH:31]=[CH:32][CH:33]=1)[O:23][C:24]1[CH:30]=[CH:29][CH:28]=[CH:27][C:25]=1[NH2:26].[NH2:34][C:35]1[S:36][CH:37]=[CH:38][N:39]=1. (2) The reactants are [CH2:1]([N:3]1[C:11]2[C:6](=[CH:7][CH:8]=[C:9]([C:12]([F:15])([F:14])[F:13])[CH:10]=2)[C:5]([C:16]#[N:17])=[CH:4]1)[CH3:2].[Li+].CC([N-]C(C)C)C.[Cl:26]C(Cl)(Cl)C(Cl)(Cl)Cl. The catalyst is C1COCC1. The product is [Cl:26][C:4]1[N:3]([CH2:1][CH3:2])[C:11]2[C:6]([C:5]=1[C:16]#[N:17])=[CH:7][CH:8]=[C:9]([C:12]([F:13])([F:15])[F:14])[CH:10]=2. The yield is 0.640. (3) The reactants are [Cl:1][C:2]1[CH:7]=[CH:6][C:5]([C:8]2[N:12]([CH:13]([CH:16]3[CH2:21][CH2:20][CH2:19][CH2:18][CH2:17]3)[CH2:14][OH:15])[C:11]3[CH:22]=[C:23]([F:27])[C:24]([F:26])=[CH:25][C:10]=3[N:9]=2)=[CH:4][CH:3]=1.[CH2:28]([O:30][C:31](=[O:43])[C:32]([O:35][C:36]1[CH:41]=[CH:40][C:39](O)=[CH:38][CH:37]=1)([CH3:34])[CH3:33])[CH3:29].C(P(CCCC)CCCC)CCC.CN(C)C(N=NC(N(C)C)=O)=O. The catalyst is O1CCCC1. The product is [CH2:28]([O:30][C:31](=[O:43])[C:32]([O:35][C:36]1[CH:41]=[CH:40][C:39]([O:15][CH2:14][CH:13]([N:12]2[C:11]3[CH:22]=[C:23]([F:27])[C:24]([F:26])=[CH:25][C:10]=3[N:9]=[C:8]2[C:5]2[CH:6]=[CH:7][C:2]([Cl:1])=[CH:3][CH:4]=2)[CH:16]2[CH2:17][CH2:18][CH2:19][CH2:20][CH2:21]2)=[CH:38][CH:37]=1)([CH3:34])[CH3:33])[CH3:29]. The yield is 0.740. (4) The reactants are O.O.O.[F-].C([N+](CCCC)(CCCC)CCCC)CCC.[F:22][C:23]1[C:31]([F:32])=[CH:30][C:29]([O:33][Si](C(C)C)(C(C)C)C(C)C)=[CH:28][C:24]=1[C:25]([OH:27])=[O:26].O. The catalyst is O1CCCC1. The product is [F:22][C:23]1[C:31]([F:32])=[CH:30][C:29]([OH:33])=[CH:28][C:24]=1[C:25]([OH:27])=[O:26]. The yield is 0.950. (5) The reactants are [CH2:1]([O:8][C:9]1[CH:14]=[C:13]([O:15][CH2:16][O:17][CH3:18])[CH:12]=[CH:11][C:10]=1[CH:19]=[CH:20][C:21]([C:23]1[CH:28]=[CH:27][C:26]([O:29][CH2:30][C:31]2[CH:36]=[CH:35][CH:34]=[CH:33][CH:32]=2)=[CH:25][C:24]=1[OH:37])=[O:22])[C:2]1[CH:7]=[CH:6][CH:5]=[CH:4][CH:3]=1.C(N(CC)CC)C.[C:45](OC(=O)C)(=[O:47])[CH3:46]. No catalyst specified. The product is [CH2:1]([O:8][C:9]1[CH:14]=[C:13]([O:15][CH2:16][O:17][CH3:18])[CH:12]=[CH:11][C:10]=1[CH:19]=[CH:20][C:21]([C:23]1[CH:28]=[CH:27][C:26]([O:29][CH2:30][C:31]2[CH:32]=[CH:33][CH:34]=[CH:35][CH:36]=2)=[CH:25][C:24]=1[O:37][C:45](=[O:47])[CH3:46])=[O:22])[C:2]1[CH:7]=[CH:6][CH:5]=[CH:4][CH:3]=1. The yield is 0.920.